From a dataset of Peptide-MHC class II binding affinity with 134,281 pairs from IEDB. Regression. Given a peptide amino acid sequence and an MHC pseudo amino acid sequence, predict their binding affinity value. This is MHC class II binding data. (1) The peptide sequence is ARARRAAIAAAGASR. The MHC is DRB1_0101 with pseudo-sequence DRB1_0101. The binding affinity (normalized) is 0.190. (2) The peptide sequence is FQKTILKATTALKDV. The MHC is DRB4_0101 with pseudo-sequence DRB4_0103. The binding affinity (normalized) is 0.377.